This data is from Forward reaction prediction with 1.9M reactions from USPTO patents (1976-2016). The task is: Predict the product of the given reaction. (1) Given the reactants [CH3:1][C:2]1[S:13][C:5]2[CH2:6][N:7]([CH3:12])[CH2:8][CH2:9][CH:10]([OH:11])[C:4]=2[CH:3]=1.[Cl:14][C:15]1[CH:16]=[C:17](F)[CH:18]=[CH:19][C:20]=1[Cl:21], predict the reaction product. The product is: [Cl:14][C:15]1[CH:16]=[C:17]([O:11][CH:10]2[CH2:9][CH2:8][N:7]([CH3:12])[CH2:6][C:5]3[S:13][C:2]([CH3:1])=[CH:3][C:4]2=3)[CH:18]=[CH:19][C:20]=1[Cl:21]. (2) The product is: [CH:26]([CH:25]1[N:29]([CH2:30][C:31]2[CH:32]=[CH:33][N:34]=[CH:35][CH:36]=2)[C:2](=[O:1])[N:21]([C:18]2[CH:17]=[CH:16][C:15]([C:9]3[CH:10]=[CH:11][CH:12]=[CH:13][CH:14]=3)=[CH:20][N:19]=2)[C:24]1=[O:37])([CH3:27])[CH3:28]. Given the reactants [O:1]=[C:2](Cl)OC(Cl)(Cl)Cl.[C:9]1([C:15]2[CH:16]=[CH:17][C:18]([NH2:21])=[N:19][CH:20]=2)[CH:14]=[CH:13][CH:12]=[CH:11][CH:10]=1.CO[C:24](=[O:37])[CH:25]([NH:29][CH2:30][C:31]1[CH:36]=[CH:35][N:34]=[CH:33][CH:32]=1)[CH:26]([CH3:28])[CH3:27], predict the reaction product. (3) Given the reactants [C:1]([NH:4][CH2:5][CH2:6][C:7]1[CH:12]=[CH:11][CH:10]=[CH:9][C:8]=1[C:13]1[O:17][N:16]=[C:15]([C@@H:18]2[C@:23]([C:25]3[CH:30]=[CH:29][C:28]([F:31])=[C:27]([F:32])[CH:26]=3)([OH:24])[CH2:22][CH2:21][N:20](C(OC(C)(C)C)=O)[CH2:19]2)[C:14]=1[Cl:40])(=[O:3])[CH3:2].Cl.O1CCOCC1, predict the reaction product. The product is: [Cl:40][C:14]1[C:15]([C@@H:18]2[C@:23]([C:25]3[CH:30]=[CH:29][C:28]([F:31])=[C:27]([F:32])[CH:26]=3)([OH:24])[CH2:22][CH2:21][NH:20][CH2:19]2)=[N:16][O:17][C:13]=1[C:8]1[CH:9]=[CH:10][CH:11]=[CH:12][C:7]=1[CH2:6][CH2:5][NH:4][C:1](=[O:3])[CH3:2].